This data is from Forward reaction prediction with 1.9M reactions from USPTO patents (1976-2016). The task is: Predict the product of the given reaction. (1) Given the reactants [CH2:1]=[CH:2][C:3](=[CH2:5])[CH3:4].O=[CH:7][C@@H:8]([C@H:10]([C@@H:12]([C@@H](CO)O)[OH:13])O)[OH:9].[C:18]([O-:21])(=[O:20])[CH3:19], predict the reaction product. The product is: [C:18]([O-:21])(=[O:20])[CH2:19][C@:8]([CH2:10][CH2:12][OH:13])([CH3:7])[OH:9].[CH2:1]=[CH:2][C:3](=[CH2:4])[CH3:5]. (2) Given the reactants [C:1]([O:5][C:6]([N:8]1[CH2:13][CH2:12][C:11](=[C:14](Br)[C:15]2[CH:20]=[CH:19][C:18]([C:21](=[O:27])[N:22]([CH2:24][CH2:25][OH:26])[CH3:23])=[CH:17][CH:16]=2)[CH2:10][CH2:9]1)=[O:7])([CH3:4])([CH3:3])[CH3:2].[N:29]1[C:38]2[C:33](=[CH:34][CH:35]=[CH:36][C:37]=2B(O)O)[CH:32]=[CH:31][CH:30]=1.C([O-])([O-])=O.[K+].[K+], predict the reaction product. The product is: [C:1]([O:5][C:6]([N:8]1[CH2:13][CH2:12][C:11](=[C:14]([C:15]2[CH:20]=[CH:19][C:18]([C:21](=[O:27])[N:22]([CH2:24][CH2:25][OH:26])[CH3:23])=[CH:17][CH:16]=2)[C:37]2[CH:36]=[CH:35][CH:34]=[C:33]3[C:38]=2[N:29]=[CH:30][CH:31]=[CH:32]3)[CH2:10][CH2:9]1)=[O:7])([CH3:4])([CH3:3])[CH3:2]. (3) Given the reactants [CH2:1]([O:3][C:4](=[O:18])/[C:5](/[O:15][CH2:16][CH3:17])=[CH:6]/[C:7]1[CH:12]=[CH:11][C:10]([OH:13])=[CH:9][C:8]=1[CH3:14])[CH3:2].Cl[CH2:20][C:21]1[N:22]=[C:23]([C:27]2[CH:32]=[CH:31][CH:30]=[CH:29][CH:28]=2)[O:24][C:25]=1[CH3:26].C(=O)([O-])[O-].[Cs+].[Cs+].[I-].[K+], predict the reaction product. The product is: [CH2:1]([O:3][C:4](=[O:18])/[C:5](/[O:15][CH2:16][CH3:17])=[CH:6]/[C:7]1[CH:12]=[CH:11][C:10]([O:13][CH2:20][C:21]2[N:22]=[C:23]([C:27]3[CH:32]=[CH:31][CH:30]=[CH:29][CH:28]=3)[O:24][C:25]=2[CH3:26])=[CH:9][C:8]=1[CH3:14])[CH3:2]. (4) Given the reactants CCC(C[O:7][C:8]([C:21]([N:23]([CH2:25][CH2:26][NH+:27]([CH3:29])C)C)=[O:22])([C:15]1[CH:20]=[CH:19]C=CC=1)C1C=CC=CC=1)CC.[Cl-].C(O)[C:32]([NH2:37])(CO)CO.C1C=CC2S(=O)(=O)OC(C3C=C(Br)C(O)=C(Br)C=3)(C3C=C(Br)C(O)=C(Br)C=3)C=2C=1.CC(NC)CC1C=CC=CC=1.C[C@@H]([C@@H]1[C@@]2(C)[C@@H](O)C[C@@H]3[C@@]4(C)CC[C@@H](O)C[C@H]4CC[C@@]3(C)[C@@H]2CC1)CCC([O-])=O.[Na+].NCC(O)=[O:112].[NH:114]1C=C[N:116]=[CH:115]1.[Cl-].[Cl-].[Ca+2:121].[P:122]([O:130]C[C@H]1O[C@@H](N2C3N=CN=C(N)C=3N=C2)[C@H](O)[C@@H]1O)([O:125]P(O)(O)=O)(=[O:124])[OH:123].[P:149]([O:161]C[C@H]1O[C@@H](N2C3N=CN=C(N)C=3N=C2)[C@H](O)[C@@H]1O)([O:152][P:153]([O:156][P:157]([OH:160])([OH:159])=[O:158])([OH:155])=[O:154])(=[O:151])[OH:150], predict the reaction product. The product is: [P:122]([O-:130])([O-:125])([O-:124])=[O:123].[Ca+2:121].[P:149]([O-:161])([O-:152])([O-:151])=[O:150].[Ca+2:121].[Ca+2:121].[P:149]([O:161][CH2:19][C@H:20]1[O:22][C@@H:21]([N:23]2[C:25]3[N:37]=[CH:32][N:116]=[C:115]([NH2:114])[C:26]=3[N:27]=[CH:29]2)[C@H:8]([OH:7])[C@@H:15]1[OH:112])([O:152][P:153]([O:156][P:157]([OH:160])([OH:159])=[O:158])([OH:155])=[O:154])(=[O:150])[OH:151]. (5) Given the reactants [CH2:1]([C@:8]12[CH2:18][C@H:17]([OH:19])[C@@:16]([OH:26])([C:20]3[CH:25]=[CH:24][CH:23]=[CH:22][CH:21]=3)[CH2:15][C@H:14]1[CH2:13][CH2:12][CH2:11][C:10]1[CH:27]=[C:28]([O:31]S(C(F)(F)F)(=O)=O)[CH:29]=[CH:30][C:9]2=1)[C:2]1[CH:7]=[CH:6][CH:5]=[CH:4][CH:3]=1.[CH2:39]([C@@:46]12[CH2:56][C@@H:55]([OH:57])[C@:54]([OH:64])([C:58]3[CH:63]=[CH:62][CH:61]=[CH:60][CH:59]=3)[CH2:53][C@@H:52]1[CH2:51][CH2:50][CH2:49][C:48]1[CH:65]=[C:66]([O:69]S(C(F)(F)F)(=O)=O)[CH:67]=[CH:68][C:47]2=1)[C:40]1[CH:45]=[CH:44][CH:43]=[CH:42][CH:41]=1.[OH-].C([N+](CCCC)(CCCC)CCCC)CCC, predict the reaction product. The product is: [CH2:1]([C@:8]12[CH2:18][C@H:17]([OH:19])[C@:16]([C:20]3[CH:21]=[CH:22][CH:23]=[CH:24][CH:25]=3)([OH:26])[CH2:15][C@H:14]1[CH2:13][CH2:12][CH2:11][C:10]1[CH:27]=[C:28]([OH:31])[CH:29]=[CH:30][C:9]=12)[C:2]1[CH:7]=[CH:6][CH:5]=[CH:4][CH:3]=1.[CH2:39]([C@@:46]12[CH2:56][C@@H:55]([OH:57])[C@@:54]([C:58]3[CH:59]=[CH:60][CH:61]=[CH:62][CH:63]=3)([OH:64])[CH2:53][C@@H:52]1[CH2:51][CH2:50][CH2:49][C:48]1[CH:65]=[C:66]([OH:69])[CH:67]=[CH:68][C:47]=12)[C:40]1[CH:45]=[CH:44][CH:43]=[CH:42][CH:41]=1. (6) The product is: [OH:32][CH:31]([C:22]1[C:21]([CH3:20])=[CH:30][C:25]2[C:26](=[O:29])[O:27][CH2:28][C:24]=2[CH:23]=1)[CH2:33][N:6]1[CH2:5][CH2:4][N:3]([C:8]2[CH:9]=[C:10]3[C:15](=[CH:16][CH:17]=2)[CH:14]=[C:13]([C:18]#[N:19])[CH:12]=[CH:11]3)[C:2](=[O:1])[CH2:7]1. Given the reactants [O:1]=[C:2]1[CH2:7][NH:6][CH2:5][CH2:4][N:3]1[C:8]1[CH:9]=[C:10]2[C:15](=[CH:16][CH:17]=1)[CH:14]=[C:13]([C:18]#[N:19])[CH:12]=[CH:11]2.[CH3:20][C:21]1[C:22]([CH:31]2[CH2:33][O:32]2)=[CH:23][C:24]2[CH2:28][O:27][C:26](=[O:29])[C:25]=2[CH:30]=1, predict the reaction product.